From a dataset of CYP2D6 inhibition data for predicting drug metabolism from PubChem BioAssay. Regression/Classification. Given a drug SMILES string, predict its absorption, distribution, metabolism, or excretion properties. Task type varies by dataset: regression for continuous measurements (e.g., permeability, clearance, half-life) or binary classification for categorical outcomes (e.g., BBB penetration, CYP inhibition). Dataset: cyp2d6_veith. (1) The drug is O=C1[C@H]2CC[C@@H]3/C(=N\OCc4ccccc4)C[C@@H](O)[C@@H](O)[C@@H]3[C@@H]2C(=O)N1Cc1ccc2c(c1)OCO2. The result is 0 (non-inhibitor). (2) The molecule is Cc1cccc(CNc2cc(-c3cccnc3)ncn2)c1. The result is 1 (inhibitor). (3) The drug is COc1ccc(C2/C(=C(/O)c3ccccc3)C(=O)C(=O)N2CC(C)O)c(OC)c1. The result is 0 (non-inhibitor).